Dataset: Full USPTO retrosynthesis dataset with 1.9M reactions from patents (1976-2016). Task: Predict the reactants needed to synthesize the given product. (1) Given the product [F:57][C:55]1[CH:54]=[CH:53][C:51]2[N:52]=[C:48]([C:45]3[CH:44]=[CH:43][C:42]([C:40]([N:35]4[CH2:36][CH2:37][N:38]([C:29]([C:26]5([OH:25])[CH2:28][CH2:27]5)=[O:31])[CH2:39][C:34]54[CH2:32][CH2:33]5)=[O:41])=[CH:47][CH:46]=3)[O:49][C:50]=2[CH:56]=1, predict the reactants needed to synthesize it. The reactants are: CN(C(ON1N=NC2C=CC=NC1=2)=[N+](C)C)C.F[P-](F)(F)(F)(F)F.[OH:25][C:26]1([C:29]([OH:31])=O)[CH2:28][CH2:27]1.[CH2:32]1[C:34]2([CH2:39][NH:38][CH2:37][CH2:36][N:35]2[C:40]([C:42]2[CH:47]=[CH:46][C:45]([C:48]3[O:49][C:50]4[CH:56]=[C:55]([F:57])[CH:54]=[CH:53][C:51]=4[N:52]=3)=[CH:44][CH:43]=2)=[O:41])[CH2:33]1.CCN(C(C)C)C(C)C. (2) The reactants are: [CH2:1]([NH:3][C:4]([C:6]1[C:14]2[C:9](=[N:10][CH:11]=[C:12](Br)[N:13]=2)[N:8](COCC[Si](C)(C)C)[CH:7]=1)=[O:5])[CH3:2].C(NC(C1C2C(=NC=C(Br)N=2)N(COCC[Si](C)(C)C)C=1)=O)(C)C.[CH3:48][O:49][C:50]1[CH:51]=[C:52]([OH:56])[CH:53]=[CH:54][CH:55]=1.C(C1C=C(O)C=CC=1)#N. Given the product [CH2:1]([NH:3][C:4]([C:6]1[C:14]2[C:9](=[N:10][CH:11]=[C:12]([O:56][C:52]3[CH:53]=[CH:54][CH:55]=[C:50]([O:49][CH3:48])[CH:51]=3)[N:13]=2)[NH:8][CH:7]=1)=[O:5])[CH3:2], predict the reactants needed to synthesize it. (3) Given the product [F:28][C:19]([F:18])([F:27])[C:20]1[CH:21]=[C:22]([S:26][C@H:6]2[CH2:7][C@H:8]([NH:10][C:11](=[O:12])[O:13][C:14]([CH3:15])([CH3:16])[CH3:17])[CH2:9]2)[CH:23]=[CH:24][CH:25]=1, predict the reactants needed to synthesize it. The reactants are: CS(O[C@H:6]1[CH2:9][C@H:8]([NH:10][C:11]([O:13][C:14]([CH3:17])([CH3:16])[CH3:15])=[O:12])[CH2:7]1)(=O)=O.[F:18][C:19]([F:28])([F:27])[C:20]1[CH:21]=[C:22]([SH:26])[CH:23]=[CH:24][CH:25]=1.C([O-])([O-])=O.[K+].[K+]. (4) Given the product [O:14]1[CH2:13][CH2:12][CH:11]([CH2:10][CH:9]2[NH:8][C:21](=[O:23])[CH2:20][NH:19][C:17]2=[O:18])[CH2:16][CH2:15]1, predict the reactants needed to synthesize it. The reactants are: C(OC([NH:8][C@H:9]([C:17]([NH:19][CH2:20][C:21]([O:23]C)=O)=[O:18])[CH2:10][CH:11]1[CH2:16][CH2:15][O:14][CH2:13][CH2:12]1)=O)(C)(C)C.C(O)(C(F)(F)F)=O. (5) Given the product [Cl:28][C:9]1[C:10]2[C:5](=[CH:4][C:3]([O:2][CH3:1])=[C:12]([O:13][CH2:14][CH2:15][O:16][CH3:17])[CH:11]=2)[CH:6]=[C:7]([NH:19][C:20]2[CH:24]=[C:23]([CH3:25])[NH:22][N:21]=2)[N:8]=1, predict the reactants needed to synthesize it. The reactants are: [CH3:1][O:2][C:3]1[CH:4]=[C:5]2[C:10](=[CH:11][C:12]=1[O:13][CH2:14][CH2:15][O:16][CH3:17])[C:9](O)=[N:8][C:7]([NH:19][C:20]1[CH:24]=[C:23]([CH3:25])[NH:22][N:21]=1)=[CH:6]2.O=P(Cl)(Cl)[Cl:28]. (6) The reactants are: [C:1](CO)#C.[CH3:5][O:6][C:7](=[O:16])[C:8]1[C:9](=[CH:11][CH:12]=[C:13]([I:15])[CH:14]=1)[OH:10].[CH:34]1[CH:33]=CC(P([C:30]2[CH:35]=[CH:34][CH:33]=CC=2)[C:34]2[CH:33]=CC=[CH:30][CH:35]=2)=[CH:30][CH:35]=1.N(C(OC(C)C)=O)=NC(OC(C)C)=O. Given the product [CH3:5][O:6][C:7](=[O:16])[C:8]1[CH:14]=[C:13]([I:15])[CH:12]=[CH:11][C:9]=1[O:10][C:35]([CH3:30])([CH3:1])[C:34]#[CH:33], predict the reactants needed to synthesize it. (7) Given the product [Cl:8][C:6]1[N:5]=[C:4]([NH:9][C:10]2[CH:11]=[C:12]([CH:15]3[CH2:17][CH2:16]3)[NH:13][N:14]=2)[N:3]=[C:2]([N:22]2[CH2:23][C@@H:19]([OH:18])[CH2:20][C@H:21]2[C:24]([NH:26][C:27]2[S:28][CH:29]=[CH:30][N:31]=2)=[O:25])[N:7]=1, predict the reactants needed to synthesize it. The reactants are: Cl[C:2]1[N:7]=[C:6]([Cl:8])[N:5]=[C:4]([NH:9][C:10]2[NH:14][N:13]=[C:12]([CH:15]3[CH2:17][CH2:16]3)[CH:11]=2)[N:3]=1.[OH:18][C@@H:19]1[CH2:23][NH:22][C@H:21]([C:24]([NH:26][C:27]2[S:28][CH:29]=[CH:30][N:31]=2)=[O:25])[CH2:20]1.ClC1N=C(NC2NN=C(C3CC3)C=2)N=C(N2CCC[C@@]2(C)C(NC2C=NC(F)=CC=2)=O)N=1.